This data is from Forward reaction prediction with 1.9M reactions from USPTO patents (1976-2016). The task is: Predict the product of the given reaction. (1) Given the reactants [FH:1].[O:2]1[C:4]2([CH2:8][CH2:7][CH2:6][CH2:5]2)[CH:3]1[C:9]#[N:10].C(=O)([O-])[O-].[Na+].[Na+], predict the reaction product. The product is: [F:1][C:4]1([CH:3]([OH:2])[C:9]#[N:10])[CH2:8][CH2:7][CH2:6][CH2:5]1. (2) Given the reactants C(N(CC)CC)C.[CH2:8]([NH2:12])[CH:9]([CH3:11])[CH3:10].[CH:13]1([C:16](Cl)=[O:17])[CH2:15][CH2:14]1, predict the reaction product. The product is: [CH:9]1([CH2:8][NH:12][C:16](=[O:17])[CH:13]([CH3:15])[CH3:14])[CH2:11][CH2:10]1. (3) Given the reactants [NH2:1][C:2]1[CH:7]=[CH:6][C:5]([NH:8][C:9]2[C:10]([NH2:17])=[CH:11][C:12]([O:15][CH3:16])=[CH:13][CH:14]=2)=[CH:4][CH:3]=1.[C:18](=[O:21])(O)[O-].[Na+].[CH:23](O)=O, predict the reaction product. The product is: [CH3:16][O:15][C:12]1[CH:13]=[CH:14][C:9]2[N:8]([C:5]3[CH:4]=[CH:3][C:2]([NH:1][CH:18]=[O:21])=[CH:7][CH:6]=3)[CH:23]=[N:17][C:10]=2[CH:11]=1. (4) The product is: [C:17]([N:20]1[CH2:25][CH2:24][N:23]([CH2:2][CH2:3][O:4][C:5]2[CH:14]=[C:13]3[C:8]([C:9]([S:15][CH3:16])=[N:10][CH:11]=[N:12]3)=[CH:7][CH:6]=2)[CH2:22][CH2:21]1)(=[O:19])[CH3:18]. Given the reactants Br[CH2:2][CH2:3][O:4][C:5]1[CH:14]=[C:13]2[C:8]([C:9]([S:15][CH3:16])=[N:10][CH:11]=[N:12]2)=[CH:7][CH:6]=1.[C:17]([N:20]1[CH2:25][CH2:24][NH:23][CH2:22][CH2:21]1)(=[O:19])[CH3:18].O.[OH-].[Na+], predict the reaction product. (5) Given the reactants [NH:1]1[CH:5]=[CH:4][CH:3]=[N:2]1.C([O-])([O-])=O.[K+].[K+].[Br:12][CH2:13][CH2:14][CH2:15]Br, predict the reaction product. The product is: [Br:12][CH2:13][CH2:14][CH2:15][N:1]1[CH:5]=[CH:4][CH:3]=[N:2]1. (6) Given the reactants [H-].[H-].[H-].[H-].[Li+].[Al+3].[OH:7][C:8]1[C:9]([CH2:14][CH2:15][C:16](OCC)=[O:17])=[N:10][CH:11]=[CH:12][CH:13]=1, predict the reaction product. The product is: [OH:17][CH2:16][CH2:15][CH2:14][C:9]1[C:8]([OH:7])=[CH:13][CH:12]=[CH:11][N:10]=1. (7) Given the reactants O[C:2]1[CH:3]=[C:4]([CH:7]=[CH:8][CH:9]=1)[CH:5]=[O:6].[Cl:10][C:11]1[N:16]=CC=C[N:12]=1.CCN(C(C)C)C(C)C, predict the reaction product. The product is: [Cl:10][C:11]1[NH:16][C:5](=[O:6])[C:4]2[C:3](=[CH:2][CH:9]=[CH:8][CH:7]=2)[N:12]=1.